From a dataset of Peptide-MHC class I binding affinity with 185,985 pairs from IEDB/IMGT. Regression. Given a peptide amino acid sequence and an MHC pseudo amino acid sequence, predict their binding affinity value. This is MHC class I binding data. (1) The peptide sequence is VFVILARL. The MHC is H-2-Kb with pseudo-sequence H-2-Kb. The binding affinity (normalized) is 0.989. (2) The binding affinity (normalized) is 0.0847. The MHC is HLA-A25:01 with pseudo-sequence HLA-A25:01. The peptide sequence is MAMTGLPQA. (3) The peptide sequence is YEAVVPLVY. The MHC is HLA-B58:01 with pseudo-sequence HLA-B58:01. The binding affinity (normalized) is 0.187. (4) The peptide sequence is YERGNIIIF. The MHC is BoLA-D18.4 with pseudo-sequence BoLA-D18.4. The binding affinity (normalized) is 0.0641. (5) The peptide sequence is VLSDLCNFL. The MHC is HLA-A24:03 with pseudo-sequence HLA-A24:03. The binding affinity (normalized) is 0.0847. (6) The peptide sequence is RVRQAWDTL. The MHC is HLA-B35:01 with pseudo-sequence HLA-B35:01. The binding affinity (normalized) is 0.158. (7) The peptide sequence is FMSLQSGDV. The MHC is HLA-B08:01 with pseudo-sequence HLA-B08:01. The binding affinity (normalized) is 0.0847. (8) The binding affinity (normalized) is 0. The MHC is HLA-A11:01 with pseudo-sequence HLA-A11:01. The peptide sequence is IAWSSSSCH.